Dataset: Full USPTO retrosynthesis dataset with 1.9M reactions from patents (1976-2016). Task: Predict the reactants needed to synthesize the given product. The reactants are: Cl[C:2]1[CH:7]=[C:6]([CH2:8][C:9]([O:11][CH2:12][CH3:13])=[O:10])[CH:5]=[CH:4][N:3]=1.C([NH:18][C:19](=[O:21])[O-:20])(C)(C)C.C(=O)([O-])[O-].[Cs+].[Cs+].[CH3:28][C:29]1(C)[C:55]2C(=C(P(C3C=CC=CC=3)C3C=CC=CC=3)C=CC=2)OC2C(P(C3C=CC=CC=3)C3C=CC=CC=3)=CC=C[C:30]1=2. Given the product [C:29]([O:20][C:19]([NH:18][C:2]1[CH:7]=[C:6]([CH2:8][C:9]([O:11][CH2:12][CH3:13])=[O:10])[CH:5]=[CH:4][N:3]=1)=[O:21])([CH3:55])([CH3:30])[CH3:28], predict the reactants needed to synthesize it.